The task is: Predict the product of the given reaction.. This data is from Forward reaction prediction with 1.9M reactions from USPTO patents (1976-2016). (1) Given the reactants C1C=C(OC(OC2N=CC=CC=2)=S)N=CC=1.NC1C=CN=CN=1.[NH:24]([C:26](=[O:47])[C:27]([NH:29][C:30]1[CH:35]=[CH:34][C:33]([C@H:36]2[CH2:41][CH2:40][C@H:39]([CH2:42][C:43]([O:45][CH3:46])=[O:44])[CH2:38][CH2:37]2)=[CH:32][CH:31]=1)=[O:28])[NH2:25].CC[N:50]=[C:51]=[N:52][CH2:53][CH2:54][CH2:55][N:56]([CH3:58])C, predict the reaction product. The product is: [N:52]1[CH:53]=[CH:54][C:55]([NH:56][C:58]2[O:47][C:26]([C:27]([NH:29][C:30]3[CH:31]=[CH:32][C:33]([C@H:36]4[CH2:37][CH2:38][C@H:39]([CH2:42][C:43]([O:45][CH3:46])=[O:44])[CH2:40][CH2:41]4)=[CH:34][CH:35]=3)=[O:28])=[N:24][N:25]=2)=[N:50][CH:51]=1. (2) Given the reactants Cl[S:2]([C:5]1[CH:14]=[CH:13][C:8]([C:9]([O:11][CH3:12])=[O:10])=[CH:7][CH:6]=1)(=[O:4])=[O:3].[CH3:15][C:16]1[C:17]([NH2:22])=[N:18][CH:19]=[CH:20][CH:21]=1, predict the reaction product. The product is: [CH3:15][C:16]1[C:17]([NH:22][S:2]([C:5]2[CH:14]=[CH:13][C:8]([C:9]([O:11][CH3:12])=[O:10])=[CH:7][CH:6]=2)(=[O:4])=[O:3])=[N:18][CH:19]=[CH:20][CH:21]=1. (3) Given the reactants [NH:1]1[CH2:6][CH2:5][CH:4]([NH:7][C:8]2[O:9][C:10]3[CH:16]=[CH:15][C:14]([O:17][CH2:18][CH2:19][CH2:20][N:21]4[CH:25]=[N:24][CH:23]=[N:22]4)=[CH:13][C:11]=3[N:12]=2)[CH2:3][CH2:2]1.C(OC(N1CCC(NC2OC3C=CC(OCCCN4C=NC=N4)=CC=3N=2)CC1)=O)(C)(C)C.Cl.O1CCOCC1.[CH2:65]([O:67][C:68]1[CH:69]=[C:70]([CH:73]=[C:74]([O:77][CH2:78][CH3:79])[C:75]=1[F:76])[CH:71]=O)[CH3:66].C([BH3-])#N.[Na+].C(N(C(C)C)C(C)C)C, predict the reaction product. The product is: [CH2:65]([O:67][C:68]1[CH:69]=[C:70]([CH:73]=[C:74]([O:77][CH2:78][CH3:79])[C:75]=1[F:76])[CH2:71][N:1]1[CH2:6][CH2:5][CH:4]([NH:7][C:8]2[O:9][C:10]3[CH:16]=[CH:15][C:14]([O:17][CH2:18][CH2:19][CH2:20][N:21]4[CH:25]=[N:24][CH:23]=[N:22]4)=[CH:13][C:11]=3[N:12]=2)[CH2:3][CH2:2]1)[CH3:66]. (4) The product is: [CH:1]([C:4]1[CH:5]=[CH:6][C:7]([O:22][CH3:23])=[C:8]([C:10]2[C:11]([C:20]([NH2:21])=[O:24])=[CH:12][C:13]([C:16]([F:17])([F:18])[F:19])=[CH:14][CH:15]=2)[CH:9]=1)([CH3:3])[CH3:2]. Given the reactants [CH:1]([C:4]1[CH:5]=[CH:6][C:7]([O:22][CH3:23])=[C:8]([C:10]2[C:11]([C:20]#[N:21])=[CH:12][C:13]([C:16]([F:19])([F:18])[F:17])=[CH:14][CH:15]=2)[CH:9]=1)([CH3:3])[CH3:2].[OH-:24].[K+], predict the reaction product. (5) Given the reactants C(OC(=O)C1C=CC(NC2CCCCC2)=C(NC(C2C=C3C(=CC=2)N=C(C2C(C4C=CC(Cl)=CC=4)=CC=C(C(N4CCCC4)=O)C=2)C=C3)=O)C=1)C.ClC1C=CC([C:57]2[C:62]([C:63]3[CH:72]=[CH:71][C:70]4[C:65](=[CH:66][CH:67]=[C:68]([C:73]5[N:77]([CH:78]6[CH2:83][CH2:82][CH2:81][CH2:80][CH2:79]6)[C:76]6[CH:84]=[CH:85][C:86]([C:88]([OH:90])=[O:89])=[CH:87][C:75]=6[N:74]=5)[CH:69]=4)[N:64]=3)=[CH:61][C:60]([C:91]([N:93]3[CH2:97][CH2:96][CH2:95][CH2:94]3)=[O:92])=[CH:59][CH:58]=2)=CC=1.C(C1C=CC=CC=1)(=O)C, predict the reaction product. The product is: [CH:78]1([N:77]2[C:76]3[CH:84]=[CH:85][C:86]([C:88]([OH:90])=[O:89])=[CH:87][C:75]=3[N:74]=[C:73]2[C:68]2[CH:69]=[C:70]3[C:65](=[CH:66][CH:67]=2)[N:64]=[C:63]([C:62]2[CH:57]=[CH:58][CH:59]=[C:60]([C:91]([N:93]4[CH2:97][CH2:96][CH2:95][CH2:94]4)=[O:92])[CH:61]=2)[CH:72]=[CH:71]3)[CH2:83][CH2:82][CH2:81][CH2:80][CH2:79]1. (6) Given the reactants [OH:1][C:2]1[CH:3]=[CH:4][C:5]2[O:24][CH:23]([CH2:25][CH:26]=[CH:27][CH3:28])[C:11]3=[C:12]4[C:17](=[CH:18][CH:19]=[C:10]3[C:6]=2[C:7]=1[O:8][CH3:9])[NH:16][C:15]([CH3:21])([CH3:20])[CH:14]=[C:13]4[CH3:22].[I-].[CH:30]([P+](C1C=CC=CC=1)(C1C=CC=CC=1)C1C=CC=CC=1)(C)C, predict the reaction product. The product is: [OH:1][C:2]1[CH:3]=[CH:4][C:5]2[O:24][CH:23]([CH2:25][CH:26]=[C:27]([CH3:30])[CH3:28])[C:11]3=[C:12]4[C:17](=[CH:18][CH:19]=[C:10]3[C:6]=2[C:7]=1[O:8][CH3:9])[NH:16][C:15]([CH3:20])([CH3:21])[CH:14]=[C:13]4[CH3:22]. (7) Given the reactants [C:1]([N:8]1[CH2:16][CH2:15][CH:11]([C:12](O)=[O:13])[CH2:10][CH2:9]1)([O:3][C:4]([CH3:7])([CH3:6])[CH3:5])=[O:2].[C:17](N1C=CN=C1)([N:19]1C=CN=[CH:20]1)=O.Cl.CNC.C(N(CC)CC)C, predict the reaction product. The product is: [C:4]([O:3][C:1]([N:8]1[CH2:16][CH2:15][CH:11]([C:12](=[O:13])[N:19]([CH3:20])[CH3:17])[CH2:10][CH2:9]1)=[O:2])([CH3:7])([CH3:6])[CH3:5].